This data is from Reaction yield outcomes from USPTO patents with 853,638 reactions. The task is: Predict the reaction yield, written as a fraction of the theoretical maximum amount of product (1.0 means a 100% yield; for example, 0.34 means a 34% yield). (1) The reactants are [C:1]([O:5][C@@H:6]([C:11]1[C:40]([CH3:41])=[CH:39][C:38]2=[N:42][C:35]3=[CH:36][N:37]2[C:12]=1[N:13]1[CH2:48][CH2:47][C:16]([CH3:49])([O:17][CH2:18][CH:19]=[CH:20][CH2:21][C@H:22]([CH3:46])[O:23][C:24]2[CH:25]=[C:26]([F:45])[C:27]([F:44])=[CH:28][C:29]=2[C:30]2[CH:43]=[C:34]3[CH:33]=[CH:32][CH:31]=2)[CH2:15][CH2:14]1)[C:7]([O:9]C)=[O:8])([CH3:4])([CH3:3])[CH3:2].C(O[C@@H](C1C(C)=CC2=NC3=CN2C=1N1CCC(C)(OCC=CC[C@H](C)OC2C=C(F)C=CC=2C2C=C3C=CC=2)CC1)C(O)=O)(C)(C)C. No catalyst specified. The product is [C:1]([O:5][C@@H:6]([C:11]1[C:40]([CH3:41])=[CH:39][C:38]2=[N:42][C:35]3=[CH:36][N:37]2[C:12]=1[N:13]1[CH2:14][CH2:15][C:16]([CH3:49])([O:17][CH2:18][CH:19]=[CH:20][CH2:21][C@H:22]([CH3:46])[O:23][C:24]2[CH:25]=[C:26]([F:45])[C:27]([F:44])=[CH:28][C:29]=2[C:30]2[CH:43]=[C:34]3[CH:33]=[CH:32][CH:31]=2)[CH2:47][CH2:48]1)[C:7]([OH:9])=[O:8])([CH3:4])([CH3:2])[CH3:3]. The yield is 0.590. (2) The reactants are BrC1C=CC(OC2C=CC(C#N)=C(Cl)[N:8]=2)=CC=1C1OCCO1.[Br:23][C:24]1[CH:39]=[CH:38][C:27]([O:28][C:29]2[N:36]=[C:35](Cl)[CH:34]=[CH:33][C:30]=2[C:31]#[N:32])=[CH:26][C:25]=1[CH:40]1[O:44][CH2:43][CH2:42][O:41]1.BrC1C=C[C:49]([OH:52])=[CH:48]C=1C1OCCO1. The catalyst is C(#N)C. The product is [Br:23][C:24]1[CH:39]=[CH:38][C:27]([O:28][C:29]2[N:36]=[C:35]([NH:8][CH2:48][CH2:49][OH:52])[CH:34]=[CH:33][C:30]=2[C:31]#[N:32])=[CH:26][C:25]=1[CH:40]1[O:44][CH2:43][CH2:42][O:41]1. The yield is 0.410.